From a dataset of Forward reaction prediction with 1.9M reactions from USPTO patents (1976-2016). Predict the product of the given reaction. (1) Given the reactants Cl.Cl.[NH:3]1[CH2:8][CH2:7][CH:6]([C:9]2[C:10]([O:15][C:16]3[CH:21]=[CH:20][C:19]([NH:22][C:23]4[CH:28]=[CH:27][CH:26]=[CH:25][N:24]=4)=[CH:18][CH:17]=3)=[N:11][CH:12]=[CH:13][N:14]=2)[CH2:5][CH2:4]1.CCN(C(C)C)C(C)C.[F:38][C:39]([F:50])([F:49])[C:40](O[C:40](=[O:41])[C:39]([F:50])([F:49])[F:38])=[O:41], predict the reaction product. The product is: [F:38][C:39]([F:50])([F:49])[C:40]([N:3]1[CH2:4][CH2:5][CH:6]([C:9]2[C:10]([O:15][C:16]3[CH:21]=[CH:20][C:19]([NH:22][C:23]4[CH:28]=[CH:27][CH:26]=[CH:25][N:24]=4)=[CH:18][CH:17]=3)=[N:11][CH:12]=[CH:13][N:14]=2)[CH2:7][CH2:8]1)=[O:41]. (2) Given the reactants Br[CH:2]([CH2:13][CH2:14]Br)[C:3]([O:5][CH2:6][C:7]1[CH:12]=[CH:11][CH:10]=[CH:9][CH:8]=1)=[O:4].[CH2:16]([NH2:23])[C:17]1[CH:22]=[CH:21][CH:20]=[CH:19][CH:18]=1.C([O-])([O-])=O.[K+].[K+], predict the reaction product. The product is: [CH2:16]([N:23]1[CH2:14][CH2:13][CH:2]1[C:3]([O:5][CH2:6][C:7]1[CH:12]=[CH:11][CH:10]=[CH:9][CH:8]=1)=[O:4])[C:17]1[CH:22]=[CH:21][CH:20]=[CH:19][CH:18]=1. (3) Given the reactants [NH2:1][C:2]1[S:3][C:4]2[CH2:10][CH:9]([NH:11][CH2:12][CH2:13][CH3:14])[CH2:8][CH2:7][C:5]=2[N:6]=1.[C:15]([OH:24])(=[O:23])[C@@H:16]([C@H:18]([C:20]([OH:22])=[O:21])[OH:19])[OH:17], predict the reaction product. The product is: [CH3:14][CH2:13][CH2:12][NH:11][C@@H:9]1[CH2:10][C:4]2[S:3][C:2]([NH2:1])=[N:6][C:5]=2[CH2:7][CH2:8]1.[C:20]([CH:18]([CH:16]([C:15]([O-:24])=[O:23])[OH:17])[OH:19])([O-:22])=[O:21]. (4) Given the reactants [CH3:1][O:2][C:3]1[CH:8]=[CH:7][C:6]([N:9]2[C:13]3[CH:14]=[CH:15][CH:16]=[CH:17][C:12]=3[NH:11][S:10]2(=[O:19])=[O:18])=[CH:5][CH:4]=1.C1(P(C2C=CC=CC=2)C2C=CC=CC=2)C=CC=CC=1.[Br:39][CH2:40][CH2:41][CH2:42]O.CC(OC(/N=N/C(OC(C)C)=O)=O)C, predict the reaction product. The product is: [Br:39][CH2:40][CH2:41][CH2:42][N:11]1[C:12]2[CH:17]=[CH:16][CH:15]=[CH:14][C:13]=2[N:9]([C:6]2[CH:5]=[CH:4][C:3]([O:2][CH3:1])=[CH:8][CH:7]=2)[S:10]1(=[O:19])=[O:18].